From a dataset of Full USPTO retrosynthesis dataset with 1.9M reactions from patents (1976-2016). Predict the reactants needed to synthesize the given product. Given the product [NH2:31][C:26]1[N:27]=[C:28]([CH3:30])[N:29]=[C:24]([C:23]2[C:18]([NH:1][C:2]3[CH:3]=[C:4]([NH:9][C:10](=[O:16])[O:11][C:12]([CH3:13])([CH3:15])[CH3:14])[C:5]([Cl:8])=[N:6][CH:7]=3)=[N:19][CH:20]=[C:21]([O:32][CH3:33])[CH:22]=2)[N:25]=1, predict the reactants needed to synthesize it. The reactants are: [NH2:1][C:2]1[CH:3]=[C:4]([NH:9][C:10](=[O:16])[O:11][C:12]([CH3:15])([CH3:14])[CH3:13])[C:5]([Cl:8])=[N:6][CH:7]=1.F[C:18]1[C:23]([C:24]2[N:29]=[C:28]([CH3:30])[N:27]=[C:26]([NH2:31])[N:25]=2)=[CH:22][C:21]([O:32][CH3:33])=[CH:20][N:19]=1.C[Si]([N-][Si](C)(C)C)(C)C.[Na+].C1COCC1.[NH4+].[Cl-].